This data is from Full USPTO retrosynthesis dataset with 1.9M reactions from patents (1976-2016). The task is: Predict the reactants needed to synthesize the given product. The reactants are: [OH:1][CH2:2][C:3]([CH2:9][OH:10])([CH2:7][CH3:8])[C:4]([OH:6])=[O:5].C(=O)([O-])[O-].[K+].[K+].[CH2:17](Br)[CH2:18][CH2:19][CH2:20][CH2:21][CH2:22][CH2:23][CH2:24][CH2:25][CH2:26][CH2:27][CH2:28][CH2:29][CH2:30][CH2:31][CH2:32][CH2:33][CH3:34].O. Given the product [CH2:34]([O:5][C:4](=[O:6])[C:3]([CH2:9][OH:10])([CH2:2][OH:1])[CH2:7][CH3:8])[CH2:33][CH2:32][CH2:31][CH2:30][CH2:29][CH2:28][CH2:27][CH2:26][CH2:25][CH2:24][CH2:23][CH2:22][CH2:21][CH2:20][CH2:19][CH2:18][CH3:17], predict the reactants needed to synthesize it.